From a dataset of Forward reaction prediction with 1.9M reactions from USPTO patents (1976-2016). Predict the product of the given reaction. (1) Given the reactants [Cl:1][C:2]1[CH:7]=[CH:6][C:5](I)=[CH:4][CH:3]=1.[S:9]1[CH:13]=[CH:12][CH:11]=[C:10]1B(O)O.C(=O)([O-])[O-].[Na+].[Na+], predict the reaction product. The product is: [Cl:1][C:2]1[CH:7]=[CH:6][C:5]([C:10]2[S:9][CH:13]=[CH:12][CH:11]=2)=[CH:4][CH:3]=1. (2) Given the reactants [Cl:1][C:2]1[CH:11]=[C:10]2[C:5]([C:6]([N:12]3[CH2:17][CH2:16][N:15]([C:18]([NH:20][C:21]4[CH:26]=[CH:25][C:24](C(F)(F)F)=[CH:23][CH:22]=4)=[O:19])[CH2:14][CH2:13]3)=[CH:7][CH:8]=[N:9]2)=[CH:4][CH:3]=1.ClC1C=C2C(C(N3CCNCC3)=CC=N2)=CC=1.C(N(C(C)C)CC)(C)C.[CH2:57]([O:59]C1C=CC(N=C=O)=CC=1)[CH3:58], predict the reaction product. The product is: [Cl:1][C:2]1[CH:11]=[C:10]2[C:5]([C:6]([N:12]3[CH2:13][CH2:14][N:15]([C:18]([NH:20][C:21]4[CH:26]=[CH:25][C:24]([O:59][CH2:57][CH3:58])=[CH:23][CH:22]=4)=[O:19])[CH2:16][CH2:17]3)=[CH:7][CH:8]=[N:9]2)=[CH:4][CH:3]=1. (3) Given the reactants [Cl:1][C:2]1[CH:7]=[C:6]([Cl:8])[CH:5]=[CH:4][C:3]=1[C:9]1[O:10][C:11]2[CH:17]=[CH:16][C:15]([OH:18])=[CH:14][C:12]=2[N:13]=1.[CH2:19]([C@H:21]1[O:23][CH2:22]1)Cl.C(=O)([O-])[O-].[K+].[K+], predict the reaction product. The product is: [O:23]1[CH2:22][C@@H:21]1[CH2:19][O:18][C:15]1[CH:16]=[CH:17][C:11]2[O:10][C:9]([C:3]3[CH:4]=[CH:5][C:6]([Cl:8])=[CH:7][C:2]=3[Cl:1])=[N:13][C:12]=2[CH:14]=1. (4) Given the reactants [F:1][C:2]1[CH:3]=[C:4]([C:35]2[C:36]([C:41]#[N:42])=[CH:37][CH:38]=[CH:39][CH:40]=2)[CH:5]=[CH:6][C:7]=1[CH2:8][C:9]1[C:10](=[O:34])[N:11]([C@H:21]2[CH2:26][CH2:25][C@H:24]([O:27][CH:28]([CH3:33])[CH:29]([OH:32])[CH2:30][F:31])[CH2:23][CH2:22]2)[C:12]2[N:13]([N:18]=[CH:19][N:20]=2)[C:14]=1[CH2:15][CH2:16][CH3:17].[CH3:43]C(OI1(OC(C)=O)(OC(C)=O)OC(=O)C2C=CC=CC1=2)=O.C(=O)([O-])O.[Na+].S([O-])([O-])(=O)=S.[Na+].[Na+], predict the reaction product. The product is: [F:1][C:2]1[CH:3]=[C:4]([C:35]2[C:36]([C:41]#[N:42])=[CH:37][CH:38]=[CH:39][CH:40]=2)[CH:5]=[CH:6][C:7]=1[CH2:8][C:9]1[C:10](=[O:34])[N:11]([C@H:21]2[CH2:22][CH2:23][C@H:24]([O:27][CH:28]([C:29]3([CH2:30][F:31])[CH2:43][O:32]3)[CH3:33])[CH2:25][CH2:26]2)[C:12]2[N:13]([N:18]=[CH:19][N:20]=2)[C:14]=1[CH2:15][CH2:16][CH3:17].